Dataset: Catalyst prediction with 721,799 reactions and 888 catalyst types from USPTO. Task: Predict which catalyst facilitates the given reaction. Reactant: [CH3:1][O:2][C:3]1[CH:4]=[C:5]([C:9]2([C:16]#[N:17])[CH2:14][CH2:13][C:12](=O)[CH2:11][CH2:10]2)[CH:6]=[CH:7][CH:8]=1.[NH2:18][C:19]1[CH:24]=[CH:23][C:22]([CH:25]([C:27]2[CH:32]=[CH:31][CH:30]=[CH:29][CH:28]=2)[OH:26])=[CH:21][CH:20]=1.C(O[BH-](OC(=O)C)OC(=O)C)(=O)C.[Na+].C(=O)([O-])O.[Na+]. Product: [C:25]([C:22]1[CH:21]=[CH:20][C:19]([NH:18][CH:12]2[CH2:13][CH2:14][C:9]([C:5]3[CH:6]=[CH:7][CH:8]=[C:3]([O:2][CH3:1])[CH:4]=3)([C:16]#[N:17])[CH2:10][CH2:11]2)=[CH:24][CH:23]=1)(=[O:26])[C:27]1[CH:28]=[CH:29][CH:30]=[CH:31][CH:32]=1. The catalyst class is: 26.